This data is from Forward reaction prediction with 1.9M reactions from USPTO patents (1976-2016). The task is: Predict the product of the given reaction. (1) Given the reactants [CH:1]1[C:14]2[CH:13]=[C:12](B(O)O)[C:11]3[C:6](=[CH:7][CH:8]=[CH:9][CH:10]=3)[C:5]=2[CH:4]=[CH:3][CH:2]=1.[Br:18][C:19]1[CH:24]=[CH:23][C:22](I)=[CH:21][CH:20]=1.C(=O)([O-])[O-].[Na+].[Na+], predict the reaction product. The product is: [Br:18][C:19]1[CH:24]=[CH:23][C:22]([C:12]2[C:11]3[C:6]([C:5]4[CH:4]=[CH:3][CH:2]=[CH:1][C:14]=4[CH:13]=2)=[CH:7][CH:8]=[CH:9][CH:10]=3)=[CH:21][CH:20]=1. (2) Given the reactants [CH2:1]([O:3][C:4](=[O:15])[CH2:5][C:6]1[CH:11]=[CH:10][C:9]([N+:12]([O-:14])=[O:13])=[CH:8][CH:7]=1)[CH3:2].[H-].[Na+].Br[CH2:19][CH2:20]Br.O, predict the reaction product. The product is: [N+:12]([C:9]1[CH:10]=[CH:11][C:6]([C:5]2([C:4]([O:3][CH2:1][CH3:2])=[O:15])[CH2:20][CH2:19]2)=[CH:7][CH:8]=1)([O-:14])=[O:13]. (3) Given the reactants [OH:1][C:2]1[CH:3]=[C:4]([CH:19]=[CH:20][CH:21]=1)[CH2:5][NH:6][C:7]([C:9]1[CH:10]=[C:11]2[C:16](=[CH:17][CH:18]=1)[N:15]=[CH:14][CH:13]=[CH:12]2)=[O:8].[OH-].[Na+].[CH:24]1([CH2:27]Br)[CH2:26][CH2:25]1.[I-].[Na+], predict the reaction product. The product is: [CH:24]1([CH2:27][O:1][C:2]2[CH:3]=[C:4]([CH:19]=[CH:20][CH:21]=2)[CH2:5][NH:6][C:7]([C:9]2[CH:10]=[C:11]3[C:16](=[CH:17][CH:18]=2)[N:15]=[CH:14][CH:13]=[CH:12]3)=[O:8])[CH2:26][CH2:25]1. (4) Given the reactants [NH:1]1[CH2:6][CH2:5][CH:4]([NH:7][C:8]2[O:9][C:10]3[CH:16]=[CH:15][C:14]([O:17][CH2:18][C:19]([NH2:21])=[O:20])=[CH:13][C:11]=3[N:12]=2)[CH2:3][CH2:2]1.[Cl:22][C:23]1[C:30]([O:31][CH2:32][CH3:33])=[CH:29][C:26]([CH:27]=O)=[CH:25][C:24]=1[O:34][CH2:35][CH3:36].C([BH3-])#N.[Na+].C(N(C(C)C)C(C)C)C, predict the reaction product. The product is: [Cl:22][C:23]1[C:30]([O:31][CH2:32][CH3:33])=[CH:29][C:26]([CH2:27][N:1]2[CH2:6][CH2:5][CH:4]([NH:7][C:8]3[O:9][C:10]4[CH:16]=[CH:15][C:14]([O:17][CH2:18][C:19]([NH2:21])=[O:20])=[CH:13][C:11]=4[N:12]=3)[CH2:3][CH2:2]2)=[CH:25][C:24]=1[O:34][CH2:35][CH3:36]. (5) Given the reactants Cl.Cl[C:3]1[CH:8]=[CH:7][N:6]=[C:5]([CH3:9])[CH:4]=1.C(N(CC)CC)C.[CH2:17]([O:24][C:25]([N:27]1[CH2:32][CH2:31][N:30]([CH2:33][C:34]2([NH:40][C:41]([O:43][CH2:44][CH3:45])=[O:42])[CH2:39][CH2:38][NH:37][CH2:36][CH2:35]2)[C:29](=[O:46])[CH2:28]1)=[O:26])[C:18]1[CH:23]=[CH:22][CH:21]=[CH:20][CH:19]=1, predict the reaction product. The product is: [CH2:17]([O:24][C:25]([N:27]1[CH2:32][CH2:31][N:30]([CH2:33][C:34]2([NH:40][C:41]([O:43][CH2:44][CH3:45])=[O:42])[CH2:35][CH2:36][N:37]([C:3]3[CH:8]=[CH:7][N:6]=[C:5]([CH3:9])[CH:4]=3)[CH2:38][CH2:39]2)[C:29](=[O:46])[CH2:28]1)=[O:26])[C:18]1[CH:23]=[CH:22][CH:21]=[CH:20][CH:19]=1. (6) Given the reactants [NH2:1][C:2]1[CH:11]=[C:10]2[C:5]([C:6]([NH:12][C:13]3[CH:18]=[CH:17][CH:16]=[C:15]([Br:19])[CH:14]=3)=[N:7][CH:8]=[N:9]2)=[CH:4][CH:3]=1.[C:20](Cl)(=[O:23])[CH2:21][CH3:22], predict the reaction product. The product is: [Br:19][C:15]1[CH:14]=[C:13]([NH:12][C:6]2[C:5]3[C:10](=[CH:11][C:2]([NH:1][C:20](=[O:23])[CH2:21][CH3:22])=[CH:3][CH:4]=3)[N:9]=[CH:8][N:7]=2)[CH:18]=[CH:17][CH:16]=1. (7) Given the reactants [CH:1]1[C:6]2[CH2:7][C@H:8]3[N:13](CC4CC4)[CH2:12][CH2:11][C@:10]45[C@H:18]([C:20]([CH2:22][CH2:23][C@@:9]34[OH:24])=[O:21])[O:19][C:4]([C:5]=25)=[C:3]([OH:25])[CH:2]=1.Cl.[F:27][C:28]([F:33])([F:32])[CH2:29][CH2:30]Br.C([O-])(O)=O.[Na+], predict the reaction product. The product is: [F:27][C:28]([F:33])([F:32])[CH2:29][CH2:30][N:13]1[CH2:12][CH2:11][C@:10]23[C:5]4[C:4]5[O:19][C@H:18]2[C:20](=[O:21])[CH2:22][CH2:23][C@@:9]3([OH:24])[C@H:8]1[CH2:7][C:6]=4[CH:1]=[CH:2][C:3]=5[OH:25].